Dataset: Retrosynthesis with 50K atom-mapped reactions and 10 reaction types from USPTO. Task: Predict the reactants needed to synthesize the given product. (1) Given the product O=[N+]([O-])c1ccc(Oc2ccccc2)c(F)c1, predict the reactants needed to synthesize it. The reactants are: O=[N+]([O-])c1ccc(F)c(F)c1.Oc1ccccc1. (2) Given the product O=C1OC2(CCNCC2)c2ccc(F)cc21, predict the reactants needed to synthesize it. The reactants are: O=C1OC2(CCN(Cc3ccccc3)CC2)c2ccc(F)cc21. (3) Given the product CCOC(=O)c1ccccc1N(CC(=O)OC(C)(C)C)C(=O)CN1C(=O)c2ccccc2C1=O, predict the reactants needed to synthesize it. The reactants are: CC(C)(C)OC(=O)CBr.CCOC(=O)c1ccccc1NC(=O)CN1C(=O)c2ccccc2C1=O. (4) Given the product CCOC(=O)c1c(CN2CCNCC2)nc2cc(OC)c(OC)cc2c1-c1ccc(OC)c(OC)c1, predict the reactants needed to synthesize it. The reactants are: C1CNCCN1.CCOC(=O)c1c(CCl)nc2cc(OC)c(OC)cc2c1-c1ccc(OC)c(OC)c1. (5) Given the product O=C(NCCC1CCCCC1)c1cccnc1SCCS(=O)(=O)c1ccccc1, predict the reactants needed to synthesize it. The reactants are: NCCC1CCCCC1.O=C(O)c1cccnc1SCCS(=O)(=O)c1ccccc1. (6) Given the product Cc1cccc(C2CC2)c1Oc1nnc(Cl)cc1O, predict the reactants needed to synthesize it. The reactants are: Cc1cccc(C2CC2)c1O.Oc1cc(Cl)nnc1Cl. (7) Given the product CCc1ccc(Cl)cc1-c1c(C#N)ccn1S(=O)(=O)c1ccccc1, predict the reactants needed to synthesize it. The reactants are: CCc1ccc(Cl)cc1-c1[nH]ccc1C#N.O=S(=O)(Cl)c1ccccc1.